The task is: Regression. Given a peptide amino acid sequence and an MHC pseudo amino acid sequence, predict their binding affinity value. This is MHC class I binding data.. This data is from Peptide-MHC class I binding affinity with 185,985 pairs from IEDB/IMGT. (1) The peptide sequence is EAHRDHICLL. The MHC is H-2-Db with pseudo-sequence H-2-Db. The binding affinity (normalized) is 0. (2) The peptide sequence is GFPSLESSF. The MHC is HLA-B57:01 with pseudo-sequence HLA-B57:01. The binding affinity (normalized) is 0.0847. (3) The peptide sequence is IQTPTKLMNK. The MHC is HLA-B54:01 with pseudo-sequence HLA-B54:01. The binding affinity (normalized) is 0. (4) The peptide sequence is TRVTAIEKYL. The MHC is HLA-B27:05 with pseudo-sequence HLA-B27:05. The binding affinity (normalized) is 0.536. (5) The peptide sequence is IFAFIDFSK. The MHC is HLA-A31:01 with pseudo-sequence HLA-A31:01. The binding affinity (normalized) is 0.489. (6) The peptide sequence is FLSGRGLGK. The MHC is HLA-A03:01 with pseudo-sequence HLA-A03:01. The binding affinity (normalized) is 0.583.